This data is from Reaction yield outcomes from USPTO patents with 853,638 reactions. The task is: Predict the reaction yield, written as a fraction of the theoretical maximum amount of product (1.0 means a 100% yield; for example, 0.34 means a 34% yield). (1) The reactants are [C:1]([CH2:3][CH:4]([N:25]1[CH:29]=[C:28]([C:30]2[C:31]3[CH:38]=[CH:37][N:36](COCC[Si](C)(C)C)[C:32]=3[N:33]=[CH:34][N:35]=2)[CH:27]=[N:26]1)[CH2:5][N:6]1[CH2:11][CH2:10][N:9]([C:12]([C:14]2[CH:21]=[CH:20][C:17](C#N)=[CH:16][C:15]=2[F:22])=[O:13])[CH2:8][CH:7]1[CH2:23]O)#[N:2].[C:47]([OH:53])([C:49]([F:52])([F:51])[F:50])=[O:48].C(N)CN. The catalyst is C(Cl)Cl. The product is [F:50][C:49]([F:52])([F:51])[C:47]([OH:53])=[O:48].[F:50][C:49]([F:52])([F:51])[C:47]([OH:53])=[O:48].[F:22][C:15]1[CH:16]=[C:17]([OH:48])[CH:20]=[CH:21][C:14]=1[C:12]([N:9]1[CH2:8][CH2:7][CH2:23][N:6]([CH2:5][CH:4]([N:25]2[CH:29]=[C:28]([C:30]3[C:31]4[CH:38]=[CH:37][NH:36][C:32]=4[N:33]=[CH:34][N:35]=3)[CH:27]=[N:26]2)[CH2:3][C:1]#[N:2])[CH2:11][CH2:10]1)=[O:13]. The yield is 0.600. (2) The reactants are [N:1]12[CH2:8][CH2:7][C:4]([C:9]([C:17]3[S:18][CH:19]=[CH:20][CH:21]=3)([C:12]3[S:13][CH:14]=[CH:15][CH:16]=3)[C:10]#[N:11])([CH2:5][CH2:6]1)[CH2:3][CH2:2]2.[C:22]1([O:28][CH2:29][CH2:30][CH2:31][Br:32])[CH:27]=[CH:26][CH:25]=[CH:24][CH:23]=1. No catalyst specified. The product is [Br-:32].[C:10]([C:9]([C:17]1[S:18][CH:19]=[CH:20][CH:21]=1)([C:12]1[S:13][CH:14]=[CH:15][CH:16]=1)[C:4]12[CH2:7][CH2:8][N+:1]([CH2:31][CH2:30][CH2:29][O:28][C:22]3[CH:27]=[CH:26][CH:25]=[CH:24][CH:23]=3)([CH2:6][CH2:5]1)[CH2:2][CH2:3]2)#[N:11]. The yield is 0.720. (3) The reactants are [NH2:1][C:2]1[S:6][C:5]([S:7][C:8]2[C:17]3[C:12](=[CH:13][C:14]([O:21][CH3:22])=[C:15]([C:18]([NH2:20])=[O:19])[CH:16]=3)[N:11]=[CH:10][CH:9]=2)=[CH:4][CH:3]=1.C1([O:29][C:30](=O)[NH:31][C:32]2[S:33][CH:34]=[CH:35][N:36]=2)C=CC=CC=1.C(OCC)(=O)C.O. The catalyst is CS(C)=O.CO. The product is [CH3:22][O:21][C:14]1[CH:13]=[C:12]2[C:17]([C:8]([S:7][C:5]3[S:6][C:2]([NH:1][C:30]([NH:31][C:32]4[S:33][CH:34]=[CH:35][N:36]=4)=[O:29])=[CH:3][CH:4]=3)=[CH:9][CH:10]=[N:11]2)=[CH:16][C:15]=1[C:18]([NH2:20])=[O:19]. The yield is 0.380. (4) The reactants are [C:1]([O:5][C:6]([NH:8][C@@H:9]1[C@H:14]([NH:15][C:16]2[N:21]=[C:20](Cl)[C:19]3[C:23](=[O:33])[N:24]([C:26]([O:28][C:29]([CH3:32])([CH3:31])[CH3:30])=[O:27])[CH2:25][C:18]=3[C:17]=2[F:34])[CH2:13][CH2:12][O:11][CH2:10]1)=[O:7])([CH3:4])([CH3:3])[CH3:2].C([Sn](CCCC)(CCCC)[C:40]1[S:41][CH:42]=[CH:43][CH:44]=1)CCC. The catalyst is C1(C)C=CC=CC=1.CO.C(Cl)Cl.C1C=CC([P]([Pd]([P](C2C=CC=CC=2)(C2C=CC=CC=2)C2C=CC=CC=2)([P](C2C=CC=CC=2)(C2C=CC=CC=2)C2C=CC=CC=2)[P](C2C=CC=CC=2)(C2C=CC=CC=2)C2C=CC=CC=2)(C2C=CC=CC=2)C2C=CC=CC=2)=CC=1. The product is [C:1]([O:5][C:6]([NH:8][C@@H:9]1[C@H:14]([NH:15][C:16]2[N:21]=[C:20]([C:40]3[S:41][CH:42]=[CH:43][CH:44]=3)[C:19]3[C:23](=[O:33])[N:24]([C:26]([O:28][C:29]([CH3:32])([CH3:31])[CH3:30])=[O:27])[CH2:25][C:18]=3[C:17]=2[F:34])[CH2:13][CH2:12][O:11][CH2:10]1)=[O:7])([CH3:4])([CH3:3])[CH3:2]. The yield is 0.550.